From a dataset of NCI-60 drug combinations with 297,098 pairs across 59 cell lines. Regression. Given two drug SMILES strings and cell line genomic features, predict the synergy score measuring deviation from expected non-interaction effect. (1) Drug 1: CCC1=CC2CC(C3=C(CN(C2)C1)C4=CC=CC=C4N3)(C5=C(C=C6C(=C5)C78CCN9C7C(C=CC9)(C(C(C8N6C)(C(=O)OC)O)OC(=O)C)CC)OC)C(=O)OC.C(C(C(=O)O)O)(C(=O)O)O. Drug 2: CNC(=O)C1=NC=CC(=C1)OC2=CC=C(C=C2)NC(=O)NC3=CC(=C(C=C3)Cl)C(F)(F)F. Cell line: MDA-MB-435. Synergy scores: CSS=79.6, Synergy_ZIP=6.36, Synergy_Bliss=6.02, Synergy_Loewe=-0.0292, Synergy_HSA=8.83. (2) Drug 1: C1=NC2=C(N1)C(=S)N=CN2. Drug 2: CC1C(C(CC(O1)OC2CC(CC3=C2C(=C4C(=C3O)C(=O)C5=C(C4=O)C(=CC=C5)OC)O)(C(=O)CO)O)N)O.Cl. Cell line: NCIH23. Synergy scores: CSS=43.2, Synergy_ZIP=-6.40, Synergy_Bliss=-7.88, Synergy_Loewe=-5.69, Synergy_HSA=-4.02. (3) Synergy scores: CSS=16.6, Synergy_ZIP=4.40, Synergy_Bliss=15.2, Synergy_Loewe=3.43, Synergy_HSA=10.6. Drug 1: CC1=CC2C(CCC3(C2CCC3(C(=O)C)OC(=O)C)C)C4(C1=CC(=O)CC4)C. Drug 2: B(C(CC(C)C)NC(=O)C(CC1=CC=CC=C1)NC(=O)C2=NC=CN=C2)(O)O. Cell line: DU-145.